Task: Predict the reaction yield, written as a fraction of the theoretical maximum amount of product (1.0 means a 100% yield; for example, 0.34 means a 34% yield).. Dataset: Reaction yield outcomes from USPTO patents with 853,638 reactions (1) The reactants are N([O-])=O.[Na+].N[C:6]1[C:7]([Cl:15])=[CH:8][C:9]([Cl:14])=[C:10]([O:12][CH3:13])[CH:11]=1.[BrH:16].C(O)(=O)C.[OH-].[Na+]. The catalyst is S(=O)(=O)(O)O.C(O)(=O)C.[Cu]Br. The product is [Br:16][C:6]1[C:7]([Cl:15])=[CH:8][C:9]([Cl:14])=[C:10]([O:12][CH3:13])[CH:11]=1. The yield is 0.430. (2) The reactants are Cl[C:2]1[N:7]=[C:6]([NH:8][CH2:9][C:10]([N:12]([CH:14]2[CH2:19][CH2:18][N:17]([CH2:20][CH:21]3[CH2:23][CH2:22]3)[CH2:16][CH2:15]2)[CH3:13])=[O:11])[C:5]([CH3:24])=[CH:4][N:3]=1.[CH3:25][O:26][C:27]1[CH:34]=[CH:33][C:30]([CH2:31][NH2:32])=[CH:29][CH:28]=1.C(N(C(C)C)CC)(C)C. The catalyst is C(O)CCC. The product is [CH:21]1([CH2:20][N:17]2[CH2:18][CH2:19][CH:14]([N:12]([CH3:13])[C:10](=[O:11])[CH2:9][NH:8][C:6]3[C:5]([CH3:24])=[CH:4][N:3]=[C:2]([NH:32][CH2:31][C:30]4[CH:33]=[CH:34][C:27]([O:26][CH3:25])=[CH:28][CH:29]=4)[N:7]=3)[CH2:15][CH2:16]2)[CH2:23][CH2:22]1. The yield is 0.360.